The task is: Predict the reactants needed to synthesize the given product.. This data is from Full USPTO retrosynthesis dataset with 1.9M reactions from patents (1976-2016). (1) Given the product [NH2:27][C:2]([CH3:1])([CH3:26])[CH2:3][C:4]1[CH:9]=[CH:8][C:7]([S:10]([C:13]2[CH:25]=[CH:24][C:16]([O:17][CH2:18][C:19]([O:21][CH2:22][CH3:23])=[O:20])=[CH:15][CH:14]=2)(=[O:12])=[O:11])=[CH:6][CH:5]=1, predict the reactants needed to synthesize it. The reactants are: [CH3:1][C:2]([NH:27]C(=O)C(F)(F)F)([CH3:26])[CH2:3][C:4]1[CH:9]=[CH:8][C:7]([S:10]([C:13]2[CH:25]=[CH:24][C:16]([O:17][CH2:18][C:19]([O:21][CH2:22][CH3:23])=[O:20])=[CH:15][CH:14]=2)(=[O:12])=[O:11])=[CH:6][CH:5]=1.[OH-].[Na+]. (2) Given the product [Br:1][C:2]1[S:6][C:5]([C:7]2[N:9]=[N:12][N:13]([CH2:14][C:16]([O:18][CH2:19][CH3:20])=[O:17])[N:21]=2)=[N:4][N:3]=1, predict the reactants needed to synthesize it. The reactants are: [Br:1][C:2]1[S:6][C:5]([C:7]([NH2:9])=O)=[N:4][N:3]=1.BrC1S[C:14]([C:16]([O:18][CH2:19][CH3:20])=[O:17])=[N:13][N:12]=1.[NH4+:21].[OH-].